This data is from Full USPTO retrosynthesis dataset with 1.9M reactions from patents (1976-2016). The task is: Predict the reactants needed to synthesize the given product. (1) Given the product [C:6]([O:10][C:11](=[O:20])[N:12]([CH3:19])[C:13]1[N:14]([CH3:18])[C:15]([Sn:25]([CH2:26][CH2:27][CH2:28][CH3:29])([CH2:30][CH2:31][CH2:32][CH3:33])[CH2:21][CH2:22][CH2:23][CH3:24])=[CH:16][N:17]=1)([CH3:9])([CH3:8])[CH3:7], predict the reactants needed to synthesize it. The reactants are: C([Li])(C)(C)C.[C:6]([O:10][C:11](=[O:20])[N:12]([CH3:19])[C:13]1[N:14]([CH3:18])[CH:15]=[CH:16][N:17]=1)([CH3:9])([CH3:8])[CH3:7].[CH2:21]([Sn:25](Cl)([CH2:30][CH2:31][CH2:32][CH3:33])[CH2:26][CH2:27][CH2:28][CH3:29])[CH2:22][CH2:23][CH3:24].[Cl-].[NH4+]. (2) Given the product [Br:1][C:2]1[CH:10]=[C:9]2[C:5]([CH2:6][C:7](=[O:11])[NH:8]2)=[CH:4][C:3]=1[C:18](=[O:19])[CH2:17][Cl:16], predict the reactants needed to synthesize it. The reactants are: [Br:1][C:2]1[CH:10]=[C:9]2[C:5]([CH2:6][C:7](=[O:11])[NH:8]2)=[CH:4][CH:3]=1.[Cl-].[Cl-].[Cl-].[Al+3].[Cl:16][CH2:17][C:18](Cl)=[O:19]. (3) Given the product [CH2:27]([C:16]1([OH:17])[C@@H:12]([NH:11][C:9]([O:8][CH2:1][C:2]2[CH:3]=[CH:4][CH:5]=[CH:6][CH:7]=2)=[O:10])[CH2:13][N:14]([C:18]([O:20][C:21]([CH3:24])([CH3:23])[CH3:22])=[O:19])[CH2:15]1)[CH:26]=[CH2:25], predict the reactants needed to synthesize it. The reactants are: [CH2:1]([O:8][C:9]([NH:11][C@@H:12]1[C:16](=[O:17])[CH2:15][N:14]([C:18]([O:20][C:21]([CH3:24])([CH3:23])[CH3:22])=[O:19])[CH2:13]1)=[O:10])[C:2]1[CH:7]=[CH:6][CH:5]=[CH:4][CH:3]=1.[CH2:25]([Mg]Br)[CH:26]=[CH2:27].